This data is from Forward reaction prediction with 1.9M reactions from USPTO patents (1976-2016). The task is: Predict the product of the given reaction. (1) Given the reactants [CH3:1][C:2]1[CH:7]=[CH:6][C:5]([S:8](Cl)(=[O:10])=[O:9])=[CH:4][CH:3]=1.[O:12]1[CH:16]=[CH:15][CH:14]=[C:13]1[CH2:17][CH2:18][OH:19].N1C=CC=CC=1.Cl, predict the reaction product. The product is: [CH3:1][C:2]1[CH:7]=[CH:6][C:5]([S:8]([O:19][CH2:18][CH2:17][C:13]2[O:12][CH:16]=[CH:15][CH:14]=2)(=[O:10])=[O:9])=[CH:4][CH:3]=1. (2) Given the reactants C[C:2]([CH3:5])([O-])C.[K+].C1(C)C=CC(S(C[N+:17]#[C-])(=O)=O)=CC=1.[C:20]([O:24][CH3:25])(=[O:23])[CH:21]=[CH2:22].O, predict the reaction product. The product is: [NH:17]1[CH:2]=[CH:5][C:21]([C:20]([O:24][CH3:25])=[O:23])=[CH:22]1. (3) Given the reactants [F:1][C:2]1[CH:7]=[C:6]([N:8]2[CH2:12][CH:11]([C:13]([OH:15])=O)[N:10]([CH3:16])[C:9]2=[O:17])[CH:5]=[CH:4][N:3]=1.C(N1CCOCC1)C.O.ON1C2C=CC=CC=2N=N1.Cl.C(N=C=NCCCN(C)C)C.[Cl:49][C:50]1[CH:55]=[C:54]([Cl:56])[CH:53]=[CH:52][C:51]=1[CH2:57][NH2:58], predict the reaction product. The product is: [Cl:49][C:50]1[CH:55]=[C:54]([Cl:56])[CH:53]=[CH:52][C:51]=1[CH2:57][NH:58][C:13]([CH:11]1[CH2:12][N:8]([C:6]2[CH:5]=[CH:4][N:3]=[C:2]([F:1])[CH:7]=2)[C:9](=[O:17])[N:10]1[CH3:16])=[O:15]. (4) Given the reactants [CH3:1][S:2](Cl)(=[O:4])=[O:3].[NH2:6][C:7]1[CH:8]=[CH:9][CH:10]=[C:11]2[C:16]=1[CH:15]=[N:14][CH:13]=[CH:12]2, predict the reaction product. The product is: [CH:15]1[C:16]2[C:11](=[CH:10][CH:9]=[CH:8][C:7]=2[NH:6][S:2]([CH3:1])(=[O:4])=[O:3])[CH:12]=[CH:13][N:14]=1. (5) Given the reactants [CH3:1][N:2]1[C:10](=[O:11])[C:9]2[NH:8][CH:7]=[N:6][C:5]=2[N:4]([CH3:12])[C:3]1=[O:13].C([O-])([O-])=O.[K+].[K+].CS(O[C@H:25]([CH3:30])[C:26]([O:28][CH3:29])=[O:27])(=O)=O, predict the reaction product. The product is: [CH3:1][N:2]1[C:10](=[O:11])[C:9]2[N:8]([C@@H:25]([CH3:30])[C:26]([O:28][CH3:29])=[O:27])[CH:7]=[N:6][C:5]=2[N:4]([CH3:12])[C:3]1=[O:13]. (6) Given the reactants Cl[C:2]1[N:10]=[C:9]([C:11]([F:14])([F:13])[F:12])[N:8]=[C:7]2[C:3]=1[NH:4][CH:5]=[N:6]2.C[O-].[Na+].O.[C:19](OCC)(=[O:21])C, predict the reaction product. The product is: [CH3:19][O:21][C:2]1[N:10]=[C:9]([C:11]([F:14])([F:13])[F:12])[N:8]=[C:7]2[C:3]=1[NH:4][CH:5]=[N:6]2. (7) The product is: [Br:22][CH2:18][C:4]1[C:3]([C:1]#[N:2])=[C:7]([N:8]2[CH2:13][CH2:12][O:11][CH2:10][CH2:9]2)[S:6][C:5]=1[C:14]([O:16][CH3:17])=[O:15]. Given the reactants [C:1]([C:3]1[C:4]([CH3:18])=[C:5]([C:14]([O:16][CH3:17])=[O:15])[S:6][C:7]=1[N:8]1[CH2:13][CH2:12][O:11][CH2:10][CH2:9]1)#[N:2].C(Cl)Cl.[Br:22]Br, predict the reaction product.